From a dataset of Reaction yield outcomes from USPTO patents with 853,638 reactions. Predict the reaction yield, written as a fraction of the theoretical maximum amount of product (1.0 means a 100% yield; for example, 0.34 means a 34% yield). (1) The reactants are [CH3:1][O:2][C:3](=[O:33])[C:4]1[CH:9]=[CH:8][C:7]([CH2:10][N:11]2[CH:15]=[C:14]([C:16]3[CH:21]=[CH:20][C:19]([Cl:22])=[CH:18][C:17]=3[Cl:23])[N:13]=[C:12]2/[CH:24]=[CH:25]/[C:26]2[CH:31]=[CH:30][C:29]([NH2:32])=[CH:28][CH:27]=2)=[CH:6][CH:5]=1.[C:34]1([CH3:44])[CH:39]=[CH:38][C:37]([S:40](Cl)(=[O:42])=[O:41])=[CH:36][CH:35]=1. No catalyst specified. The product is [CH3:1][O:2][C:3](=[O:33])[C:4]1[CH:9]=[CH:8][C:7]([CH2:10][N:11]2[CH:15]=[C:14]([C:16]3[CH:21]=[CH:20][C:19]([Cl:22])=[CH:18][C:17]=3[Cl:23])[N:13]=[C:12]2/[CH:24]=[CH:25]/[C:26]2[CH:27]=[CH:28][C:29]([NH:32][S:40]([C:37]3[CH:38]=[CH:39][C:34]([CH3:44])=[CH:35][CH:36]=3)(=[O:42])=[O:41])=[CH:30][CH:31]=2)=[CH:6][CH:5]=1. The yield is 0.840. (2) The reactants are [CH3:1][N:2]([C:10]([C:12]1[CH:17]=[CH:16][C:15]([C:18]2[CH:23]=[CH:22][C:21]([N+:24]([O-])=O)=[CH:20][CH:19]=2)=[CH:14][CH:13]=1)=[O:11])[C:3]([CH3:9])([C:5]([O:7][CH3:8])=[O:6])[CH3:4].Cl. The catalyst is C(O)C.[Fe]. The product is [NH2:24][C:21]1[CH:20]=[CH:19][C:18]([C:15]2[CH:16]=[CH:17][C:12]([C:10]([N:2]([CH3:1])[C:3]([CH3:4])([C:5]([O:7][CH3:8])=[O:6])[CH3:9])=[O:11])=[CH:13][CH:14]=2)=[CH:23][CH:22]=1. The yield is 0.820. (3) The reactants are Cl.Cl.[CH:3]1([C:6]2[C:7]([N:15]3[CH2:20][CH2:19][NH:18][CH2:17][CH2:16]3)=[C:8]3[CH:14]=[N:13][NH:12][C:9]3=[N:10][CH:11]=2)[CH2:5][CH2:4]1.[C:21](O[C:21]([O:23][C:24]([CH3:27])([CH3:26])[CH3:25])=[O:22])([O:23][C:24]([CH3:27])([CH3:26])[CH3:25])=[O:22].C(N(C(C)C)C(C)C)C.[OH-].[Li+]. The catalyst is C(Cl)Cl.O. The product is [CH:3]1([C:6]2[C:7]([N:15]3[CH2:20][CH2:19][N:18]([C:21]([O:23][C:24]([CH3:27])([CH3:26])[CH3:25])=[O:22])[CH2:17][CH2:16]3)=[C:8]3[CH:14]=[N:13][NH:12][C:9]3=[N:10][CH:11]=2)[CH2:5][CH2:4]1. The yield is 0.590.